Dataset: Catalyst prediction with 721,799 reactions and 888 catalyst types from USPTO. Task: Predict which catalyst facilitates the given reaction. (1) Reactant: [H-].[Al+3].[Li+].[H-].[H-].[H-].[Br:7][C:8]1[CH:9]=[C:10]([C:19]([F:22])([F:21])[F:20])[CH:11]=[C:12]2[C:16]=1[NH:15][CH:14]=[C:13]2[CH:17]=O. Product: [Br:7][C:8]1[CH:9]=[C:10]([C:19]([F:22])([F:20])[F:21])[CH:11]=[C:12]2[C:16]=1[NH:15][CH:14]=[C:13]2[CH3:17]. The catalyst class is: 1. (2) Reactant: [CH2:1]([N:8]1[CH2:12][CH2:11][C@H:10]([OH:13])[CH2:9]1)[C:2]1[CH:7]=[CH:6][CH:5]=[CH:4][CH:3]=1.N12CCN(CC1)CC2.[C:22]1([CH3:32])[CH:27]=[CH:26][C:25]([S:28](Cl)(=[O:30])=[O:29])=[CH:24][CH:23]=1. Product: [CH2:1]([N:8]1[CH2:12][CH2:11][C@H:10]([O:13][S:28]([C:25]2[CH:26]=[CH:27][C:22]([CH3:32])=[CH:23][CH:24]=2)(=[O:30])=[O:29])[CH2:9]1)[C:2]1[CH:3]=[CH:4][CH:5]=[CH:6][CH:7]=1. The catalyst class is: 310. (3) Reactant: [N:1]1[CH:6]=[CH:5][CH:4]=[CH:3][C:2]=1[CH:7]([C:9]1([C:17]2[CH:22]=[CH:21][N:20]=[C:19]([C:23]([F:26])([F:25])[F:24])[CH:18]=2)[CH2:12][C:11]2(OCC[O:13]2)[CH2:10]1)[OH:8].Cl.[OH-].[Na+]. Product: [OH:8][CH:7]([C:2]1[CH:3]=[CH:4][CH:5]=[CH:6][N:1]=1)[C:9]1([C:17]2[CH:22]=[CH:21][N:20]=[C:19]([C:23]([F:26])([F:24])[F:25])[CH:18]=2)[CH2:10][C:11](=[O:13])[CH2:12]1. The catalyst class is: 21.